From a dataset of Merck oncology drug combination screen with 23,052 pairs across 39 cell lines. Regression. Given two drug SMILES strings and cell line genomic features, predict the synergy score measuring deviation from expected non-interaction effect. Drug 1: Cc1nc(Nc2ncc(C(=O)Nc3c(C)cccc3Cl)s2)cc(N2CCN(CCO)CC2)n1. Drug 2: CNC(=O)c1cc(Oc2ccc(NC(=O)Nc3ccc(Cl)c(C(F)(F)F)c3)cc2)ccn1. Cell line: UWB1289BRCA1. Synergy scores: synergy=3.68.